This data is from Forward reaction prediction with 1.9M reactions from USPTO patents (1976-2016). The task is: Predict the product of the given reaction. Given the reactants C(OC(=O)[NH:7][CH2:8][CH2:9][CH2:10][N:11]1[C:19]([S:20][C:21]2[CH:26]=[C:25]([O:27][CH3:28])[CH:24]=[CH:23][C:22]=2[I:29])=[N:18][C:17]2[C:12]1=[N:13][CH:14]=[N:15][C:16]=2[NH2:30])(C)(C)C.[C:32]([OH:38])([C:34]([F:37])([F:36])[F:35])=[O:33], predict the reaction product. The product is: [C:32]([OH:38])([C:34]([F:37])([F:36])[F:35])=[O:33].[NH2:7][CH2:8][CH2:9][CH2:10][N:11]1[C:19]([S:20][C:21]2[CH:26]=[C:25]([O:27][CH3:28])[CH:24]=[CH:23][C:22]=2[I:29])=[N:18][C:17]2[C:12]1=[N:13][CH:14]=[N:15][C:16]=2[NH2:30].